From a dataset of Forward reaction prediction with 1.9M reactions from USPTO patents (1976-2016). Predict the product of the given reaction. Given the reactants B(Cl)(Cl)Cl.[CH3:5][NH:6][C:7]([C:9]1[C:13]2[CH:14]=[C:15]([O:24][CH:25]([CH3:27])C)[C:16]([N:18]3[CH2:23][CH2:22][O:21][CH2:20][CH2:19]3)=[CH:17][C:12]=2[O:11][C:10]=1[C:28]1[CH:33]=[CH:32][C:31]([F:34])=[CH:30][CH:29]=1)=[O:8], predict the reaction product. The product is: [CH3:5][NH:6][C:7]([C:9]1[C:13]2[CH:14]=[C:15]([O:24][CH2:25][C:27]3[CH:29]=[CH:28][C:10]([O:11][CH3:12])=[CH:9][CH:7]=3)[C:16]([N:18]3[CH2:19][CH2:20][O:21][CH2:22][CH2:23]3)=[CH:17][C:12]=2[O:11][C:10]=1[C:28]1[CH:29]=[CH:30][C:31]([F:34])=[CH:32][CH:33]=1)=[O:8].